From a dataset of Peptide-MHC class I binding affinity with 185,985 pairs from IEDB/IMGT. Regression. Given a peptide amino acid sequence and an MHC pseudo amino acid sequence, predict their binding affinity value. This is MHC class I binding data. (1) The peptide sequence is LAYTYEAYVR. The MHC is Mamu-B8301 with pseudo-sequence Mamu-B8301. The binding affinity (normalized) is 0.500. (2) The peptide sequence is APRELLQYI. The MHC is HLA-B39:01 with pseudo-sequence HLA-B39:01. The binding affinity (normalized) is 0.0847. (3) The peptide sequence is KAIIDTAQF. The MHC is HLA-A68:02 with pseudo-sequence HLA-A68:02. The binding affinity (normalized) is 0.0847. (4) The binding affinity (normalized) is 0.210. The peptide sequence is PPCQCTVQEF. The MHC is HLA-B53:01 with pseudo-sequence HLA-B53:01. (5) The peptide sequence is IPQSLDSYWTSL. The MHC is Patr-A0701 with pseudo-sequence Patr-A0701. The binding affinity (normalized) is 0.197. (6) The MHC is HLA-A02:03 with pseudo-sequence HLA-A02:03. The peptide sequence is TTENAAYQVL. The binding affinity (normalized) is 0. (7) The peptide sequence is YTVKTPNL. The MHC is H-2-Db with pseudo-sequence H-2-Db. The binding affinity (normalized) is 0.105. (8) The peptide sequence is ATVVIGTSK. The MHC is HLA-A03:01 with pseudo-sequence HLA-A03:01. The binding affinity (normalized) is 0.503. (9) The peptide sequence is ISWMMKLGI. The MHC is HLA-B15:03 with pseudo-sequence HLA-B15:03. The binding affinity (normalized) is 0.445. (10) The peptide sequence is QTLISLNSMY. The MHC is HLA-A68:01 with pseudo-sequence HLA-A68:01. The binding affinity (normalized) is 0.388.